Dataset: Catalyst prediction with 721,799 reactions and 888 catalyst types from USPTO. Task: Predict which catalyst facilitates the given reaction. (1) Reactant: CNN.[Si:4]([O:11][CH2:12][C@@H:13]([O:15][N:16]1C(=O)C2C(=CC=CC=2)C1=O)[CH3:14])([C:7]([CH3:10])([CH3:9])[CH3:8])([CH3:6])[CH3:5]. Product: [Si:4]([O:11][CH2:12][C@@H:13]([O:15][NH2:16])[CH3:14])([C:7]([CH3:9])([CH3:10])[CH3:8])([CH3:6])[CH3:5]. The catalyst class is: 2. (2) Reactant: Br[C:2]1[CH:7]=[CH:6][C:5]([C:8]([N:10]2[CH2:15][CH2:14][N:13]([C:16]([O:18][C:19]([CH3:22])([CH3:21])[CH3:20])=[O:17])[CH2:12][CH2:11]2)=[O:9])=[C:4]([F:23])[CH:3]=1.[CH3:24][C:25]1([CH3:41])[C:29]([CH3:31])([CH3:30])[O:28][B:27]([B:27]2[O:28][C:29]([CH3:31])([CH3:30])[C:25]([CH3:41])([CH3:24])[O:26]2)[O:26]1.CC([O-])=O.[K+].O. Product: [F:23][C:4]1[CH:3]=[C:2]([B:27]2[O:28][C:29]([CH3:31])([CH3:30])[C:25]([CH3:41])([CH3:24])[O:26]2)[CH:7]=[CH:6][C:5]=1[C:8]([N:10]1[CH2:15][CH2:14][N:13]([C:16]([O:18][C:19]([CH3:22])([CH3:21])[CH3:20])=[O:17])[CH2:12][CH2:11]1)=[O:9]. The catalyst class is: 423. (3) Reactant: Cl[C:2]1[C:7]([C:8]([O:10][CH2:11][CH3:12])=[O:9])=[CH:6][N:5]=[C:4]([C:13]([F:16])([F:15])[F:14])[N:3]=1.Cl.[F:18][C:19]([F:24])([F:23])[CH2:20][CH2:21][NH2:22].C(N(CC)CC)C. Product: [F:14][C:13]([F:16])([F:15])[C:4]1[N:3]=[C:2]([NH:22][CH2:21][CH2:20][C:19]([F:24])([F:23])[F:18])[C:7]([C:8]([O:10][CH2:11][CH3:12])=[O:9])=[CH:6][N:5]=1. The catalyst class is: 14. (4) Reactant: [CH3:1][O:2][C:3]1[CH:8]=[CH:7][C:6]([CH2:9][NH:10][CH2:11][CH2:12][OH:13])=[CH:5][CH:4]=1.[CH3:14][C:15]([O:18][C:19](O[C:19]([O:18][C:15]([CH3:17])([CH3:16])[CH3:14])=[O:20])=[O:20])([CH3:17])[CH3:16]. Product: [OH:13][CH2:12][CH2:11][N:10]([CH2:9][C:6]1[CH:5]=[CH:4][C:3]([O:2][CH3:1])=[CH:8][CH:7]=1)[C:19](=[O:20])[O:18][C:15]([CH3:17])([CH3:16])[CH3:14]. The catalyst class is: 1.